Dataset: Peptide-MHC class I binding affinity with 185,985 pairs from IEDB/IMGT. Task: Regression. Given a peptide amino acid sequence and an MHC pseudo amino acid sequence, predict their binding affinity value. This is MHC class I binding data. The peptide sequence is PDVGVLFGL. The MHC is HLA-B44:03 with pseudo-sequence HLA-B44:03. The binding affinity (normalized) is 0.